Task: Predict which catalyst facilitates the given reaction.. Dataset: Catalyst prediction with 721,799 reactions and 888 catalyst types from USPTO (1) The catalyst class is: 51. Reactant: Cl[C:2]1[CH:7]=[C:6]([N+:8]([O-:10])=[O:9])[C:5]([CH3:11])=[CH:4][N+:3]=1[O-:12].[CH3:13][O:14][C:15]1[CH:20]=[C:19]([O:21][CH3:22])[CH:18]=[CH:17][C:16]=1[CH2:23][NH2:24].CCN(C(C)C)C(C)C. Product: [CH3:13][O:14][C:15]1[CH:20]=[C:19]([O:21][CH3:22])[CH:18]=[CH:17][C:16]=1[CH2:23][NH:24][C:2]1[N+:3]([O-:12])=[CH:4][C:5]([CH3:11])=[C:6]([N+:8]([O-:10])=[O:9])[CH:7]=1. (2) The catalyst class is: 2. Product: [CH3:8][S:9]([N:20]1[CH2:21][CH2:22][N:17]([C:23]2[CH:31]=[CH:30][CH:29]=[C:28]3[C:24]=2[CH:25]=[CH:26][NH:27]3)[CH2:18][CH2:19]1)(=[O:12])=[O:10]. Reactant: CCN(CC)CC.[CH3:8][S:9]([O:12]S(C)(=O)=O)(=O)=[O:10].[N:17]1([C:23]2[CH:31]=[CH:30][CH:29]=[C:28]3[C:24]=2[CH:25]=[CH:26][NH:27]3)[CH2:22][CH2:21][NH:20][CH2:19][CH2:18]1.O. (3) Reactant: [NH2:1][C:2]1[S:3][C:4]([C:12]2[CH:13]=[CH:14][C:15](=[O:20])[N:16]([CH2:18][CH3:19])[CH:17]=2)=[C:5]([C:7]2[O:8][CH:9]=[CH:10][CH:11]=2)[N:6]=1.[C:21](O)(=[O:28])[C:22]1[CH:27]=[CH:26][N:25]=[CH:24][CH:23]=1.C1CN([P+](ON2N=NC3C=CC=CC2=3)(N2CCCC2)N2CCCC2)CC1.F[P-](F)(F)(F)(F)F.C(N(CC)CC)C. Product: [CH2:18]([N:16]1[CH:17]=[C:12]([C:4]2[S:3][C:2]([NH:1][C:21]([C:22]3[CH:27]=[CH:26][N:25]=[CH:24][CH:23]=3)=[O:28])=[N:6][C:5]=2[C:7]2[O:8][CH:9]=[CH:10][CH:11]=2)[CH:13]=[CH:14][C:15]1=[O:20])[CH3:19]. The catalyst class is: 18. (4) Reactant: Br[C:2]1[CH:7]=[CH:6][C:5]([C@:8]23[C@H:15]([C:16]4[CH:21]=[CH:20][CH:19]=[CH:18][CH:17]=4)[CH2:14][C@@H:13]([OH:22])[C@@:12]2([OH:23])[C:11]2[C:24]([O:31][CH2:32][CH3:33])=[CH:25][C:26]([O:28][CH2:29][CH3:30])=[CH:27][C:10]=2[O:9]3)=[CH:4][CH:3]=1.[NH:34]1[CH2:38][CH2:37][CH2:36][CH2:35]1.CC(C)([O-])C.[Na+].C1(P(C2C=CC=CC=2)C2C=CC3C(=CC=CC=3)C=2C2C3C(=CC=CC=3)C=CC=2P(C2C=CC=CC=2)C2C=CC=CC=2)C=CC=CC=1. Product: [CH2:29]([O:28][C:26]1[CH:25]=[C:24]([O:31][CH2:32][CH3:33])[C:11]2[C@:12]3([OH:23])[C@H:13]([OH:22])[CH2:14][C@@H:15]([C:16]4[CH:21]=[CH:20][CH:19]=[CH:18][CH:17]=4)[C@:8]3([C:5]3[CH:4]=[CH:3][C:2]([N:34]4[CH2:38][CH2:37][CH2:36][CH2:35]4)=[CH:7][CH:6]=3)[O:9][C:10]=2[CH:27]=1)[CH3:30]. The catalyst class is: 101. (5) The catalyst class is: 341. Reactant: [NH2:1][C:2]1[C:3]([O:8][C:9]2[CH:18]=[CH:17][CH:16]=[CH:15][C:10]=2[C:11]([O:13]C)=[O:12])=[N:4][CH:5]=[CH:6][CH:7]=1.[Cl:19][C:20]1[CH:25]=[CH:24][C:23]([S:26](Cl)(=[O:28])=[O:27])=[CH:22][CH:21]=1. Product: [Cl:19][C:20]1[CH:25]=[CH:24][C:23]([S:26]([NH:1][C:2]2[C:3]([O:8][C:9]3[CH:18]=[CH:17][CH:16]=[CH:15][C:10]=3[C:11]([OH:13])=[O:12])=[N:4][CH:5]=[CH:6][CH:7]=2)(=[O:28])=[O:27])=[CH:22][CH:21]=1. (6) Reactant: FC(F)(F)S(O[C:7]1[C:12]([CH3:13])=[CH:11][CH:10]=[CH:9][C:8]=1[O:14][CH3:15])(=O)=O.[C:18](=[N:31][NH2:32])([C:25]1[CH:30]=[CH:29][CH:28]=[CH:27][CH:26]=1)[C:19]1[CH:24]=[CH:23][CH:22]=[CH:21][CH:20]=1.C1C=CC(P(C2C(C3C(P(C4C=CC=CC=4)C4C=CC=CC=4)=CC=C4C=3C=CC=C4)=C3C(C=CC=C3)=CC=2)C2C=CC=CC=2)=CC=1.C(=O)([O-])[O-].[Cs+].[Cs+]. Product: [CH3:15][O:14][C:8]1[CH:9]=[CH:10][CH:11]=[C:12]([CH3:13])[C:7]=1[NH:32][N:31]=[C:18]([C:19]1[CH:24]=[CH:23][CH:22]=[CH:21][CH:20]=1)[C:25]1[CH:30]=[CH:29][CH:28]=[CH:27][CH:26]=1. The catalyst class is: 164. (7) Reactant: [NH2:1][C:2]1[C:11]([C:12]2[S:13][C:14]3[CH:20]=[CH:19][C:18]([NH2:21])=[CH:17][C:15]=3[CH:16]=2)=[CH:10][C:5]([C:6]([O:8][CH3:9])=[O:7])=[CH:4][N:3]=1.[C:22]1([CH3:31])[CH:27]=[CH:26][CH:25]=[C:24]([N:28]=[C:29]=[O:30])[CH:23]=1. Product: [NH2:1][C:2]1[C:11]([C:12]2[S:13][C:14]3[CH:20]=[CH:19][C:18]([NH:21][C:29]([NH:28][C:24]4[CH:25]=[CH:26][CH:27]=[C:22]([CH3:31])[CH:23]=4)=[O:30])=[CH:17][C:15]=3[CH:16]=2)=[CH:10][C:5]([C:6]([O:8][CH3:9])=[O:7])=[CH:4][N:3]=1. The catalyst class is: 1.